Dataset: Forward reaction prediction with 1.9M reactions from USPTO patents (1976-2016). Task: Predict the product of the given reaction. (1) Given the reactants C[O:2][C:3](=[O:34])[CH2:4][C:5]1[CH:10]=[CH:9][C:8]([C:11]#[C:12][C:13]2[CH:14]=[C:15]3[C:20](=[C:21]([CH2:23][N:24]([CH:26]4[CH2:28][CH2:27]4)[CH3:25])[CH:22]=2)[O:19][C:18]([CH3:30])([CH3:29])[CH2:17][C:16]3([CH3:32])[CH3:31])=[CH:7][C:6]=1[F:33].[OH-].[Na+], predict the reaction product. The product is: [CH:26]1([N:24]([CH2:23][C:21]2[CH:22]=[C:13]([C:12]#[C:11][C:8]3[CH:9]=[CH:10][C:5]([CH2:4][C:3]([OH:34])=[O:2])=[C:6]([F:33])[CH:7]=3)[CH:14]=[C:15]3[C:20]=2[O:19][C:18]([CH3:29])([CH3:30])[CH2:17][C:16]3([CH3:32])[CH3:31])[CH3:25])[CH2:28][CH2:27]1. (2) Given the reactants [Br:1][C:2]1[C:3]([F:11])=[C:4]([CH:8]=[CH:9][CH:10]=1)[C:5](O)=[O:6], predict the reaction product. The product is: [Br:1][C:2]1[C:3]([F:11])=[C:4]([CH2:5][OH:6])[CH:8]=[CH:9][CH:10]=1. (3) Given the reactants C[O:2][C:3](=[O:29])[CH2:4][CH2:5][C:6]1[CH:11]=[CH:10][C:9]([CH2:12][N:13]2[CH:17]=[CH:16][CH:15]=[N:14]2)=[CH:8][C:7]=1[C:18]#[C:19][CH2:20][CH2:21][CH2:22][C:23]1[CH:28]=[CH:27][CH:26]=[CH:25][CH:24]=1, predict the reaction product. The product is: [C:23]1([CH2:22][CH2:21][CH2:20][CH2:19][CH2:18][C:7]2[CH:8]=[C:9]([CH2:12][N:13]3[CH:17]=[CH:16][CH:15]=[N:14]3)[CH:10]=[CH:11][C:6]=2[CH2:5][CH2:4][C:3]([OH:29])=[O:2])[CH:24]=[CH:25][CH:26]=[CH:27][CH:28]=1. (4) Given the reactants [F:1][C:2]1[CH:7]=[C:6]([I:8])[CH:5]=[CH:4][C:3]=1[NH2:9].[Li+].C[Si]([N-][Si](C)(C)C)(C)C.[CH2:20]([O:23][C:24]1[CH:29]=[C:28]([F:30])[C:27]([F:31])=[C:26](F)[C:25]=1[N+:33]([O-:35])=[O:34])[CH:21]=[CH2:22], predict the reaction product. The product is: [CH2:20]([O:23][C:24]1[C:25]([N+:33]([O-:35])=[O:34])=[C:26]([NH:9][C:3]2[CH:4]=[CH:5][C:6]([I:8])=[CH:7][C:2]=2[F:1])[C:27]([F:31])=[C:28]([F:30])[CH:29]=1)[CH:21]=[CH2:22]. (5) Given the reactants [Cl:1][C:2]1[CH:18]=[CH:17][CH:16]=[CH:15][C:3]=1[CH2:4][O:5][CH2:6][C:7]1[O:11][N:10]=[C:9]([C:12]([OH:14])=O)[CH:8]=1.[O:19]1[CH2:23][CH2:22][CH:21]([CH2:24][NH2:25])[CH2:20]1.O1CCCC1.F[P-](F)(F)(F)(F)F.N1(O[P+](N2CCCC2)(N2CCCC2)N2CCCC2)C2C=CC=CC=2N=N1, predict the reaction product. The product is: [O:19]1[CH2:23][CH2:22][CH:21]([CH2:24][NH:25][C:12]([C:9]2[CH:8]=[C:7]([CH2:6][O:5][CH2:4][C:3]3[CH:15]=[CH:16][CH:17]=[CH:18][C:2]=3[Cl:1])[O:11][N:10]=2)=[O:14])[CH2:20]1. (6) The product is: [CH3:25][S:22]([NH:21][C:18]1[CH:19]=[CH:20][C:15]([C:13]2[CH:12]=[CH:11][C:3]([C:4]([O:6][C:7]([CH3:10])([CH3:9])[CH3:8])=[O:5])=[C:2]([NH:1][C:33]3[CH:38]=[CH:37][CH:36]=[CH:35][C:34]=3[CH3:39])[CH:14]=2)=[CH:16][CH:17]=1)(=[O:24])=[O:23]. Given the reactants [NH2:1][C:2]1[CH:14]=[C:13]([C:15]2[CH:20]=[CH:19][C:18]([NH:21][S:22]([CH3:25])(=[O:24])=[O:23])=[CH:17][CH:16]=2)[CH:12]=[CH:11][C:3]=1[C:4]([O:6][C:7]([CH3:10])([CH3:9])[CH3:8])=[O:5].C(=O)([O-])[O-].[Cs+].[Cs+].I[C:33]1[CH:38]=[CH:37][CH:36]=[CH:35][C:34]=1[CH3:39].C1(P(C2CCCCC2)C2C=CC=CC=2C2C(C(C)C)=CC(C(C)C)=CC=2C(C)C)CCCCC1.C(O)(=O)CC(CC(O)=O)(C(O)=O)O, predict the reaction product.